This data is from Reaction yield outcomes from USPTO patents with 853,638 reactions. The task is: Predict the reaction yield, written as a fraction of the theoretical maximum amount of product (1.0 means a 100% yield; for example, 0.34 means a 34% yield). The reactants are [CH2:1]([N:4]1[C:12]2[C:11](=[O:13])[NH:10][C:9](=[O:14])[NH:8][C:7]=2[N:6]=[CH:5]1)[CH:2]=[CH2:3].C(=O)([O-])[O-].[K+].[K+].I[CH2:22][CH3:23]. The catalyst is CN(C=O)C. The product is [CH2:1]([N:4]1[C:12]2[C:11](=[O:13])[NH:10][C:9](=[O:14])[N:8]([CH2:22][CH3:23])[C:7]=2[N:6]=[CH:5]1)[CH:2]=[CH2:3]. The yield is 0.407.